From a dataset of Full USPTO retrosynthesis dataset with 1.9M reactions from patents (1976-2016). Predict the reactants needed to synthesize the given product. (1) Given the product [CH2:36]1[O:37][CH2:7]1.[CH2:30]([C:17]([CH2:18][OH:19])([CH2:24][OH:25])[CH2:16][CH3:38])[OH:31], predict the reactants needed to synthesize it. The reactants are: C(OC[C:7]([CH2:36][OH:37])(CO[CH2:16][C:17]([CH2:30][O:31]C(=O)C=C)([CH2:24][O:25]C(=O)C=C)[CH2:18][O:19]C(=O)C=C)COC(=O)C=C)(=O)C=C.[C:38](OCC(COC(=O)C=C)(COCC(COC(=O)C=C)(COC(=O)C=C)COC(=O)C=C)COC(=O)C=C)(=O)C=C. (2) Given the product [C:1]([NH:5][C:6]1[N:15]([CH3:16])[C:14](=[O:17])[C:13]2[C:8](=[C:9]([C:18]3[CH:19]=[C:20]4[C:25](=[O:26])[NH:24][CH2:23][CH2:22][N:21]4[CH:38]=3)[CH:10]=[CH:11][CH:12]=2)[N:7]=1)([CH3:4])([CH3:2])[CH3:3], predict the reactants needed to synthesize it. The reactants are: [C:1]([NH:5][C:6]1[N:15]([CH3:16])[C:14](=[O:17])[C:13]2[C:8](=[C:9]([C:18]3[CH:19]=[C:20]4[C:25](=[O:26])[N:24](CC5C=CC(OC)=CC=5OC)[CH2:23][CH2:22][N:21]4[CH:38]=3)[CH:10]=[CH:11][CH:12]=2)[N:7]=1)([CH3:4])([CH3:3])[CH3:2]. (3) Given the product [CH3:1][C:2]1([CH:10]2[CH2:15][CH2:14][C:13](=[O:16])[CH2:12][CH2:11]2)[O:3][CH2:4][C:5]([CH3:8])([CH3:9])[CH2:6][O:7]1, predict the reactants needed to synthesize it. The reactants are: [CH3:1][C:2]1([CH:10]2[CH2:15][CH2:14][CH:13]([OH:16])[CH2:12][CH2:11]2)[O:7][CH2:6][C:5]([CH3:9])([CH3:8])[CH2:4][O:3]1.C[N+]1([O-])CCOCC1.[O-]S([O-])(=S)=O.[Na+].[Na+]. (4) Given the product [CH3:18][O:19][C:20](=[O:31])[CH2:21][CH2:22][C:23]1[CH:28]=[CH:27][C:26]([O:29][CH2:2][C:3]2[S:4][C:5]([C:8]3[CH:13]=[CH:12][C:11]([C:14]([F:17])([F:16])[F:15])=[CH:10][CH:9]=3)=[CH:6][CH:7]=2)=[CH:25][C:24]=1[CH3:30], predict the reactants needed to synthesize it. The reactants are: Cl[CH2:2][C:3]1[S:4][C:5]([C:8]2[CH:13]=[CH:12][C:11]([C:14]([F:17])([F:16])[F:15])=[CH:10][CH:9]=2)=[CH:6][CH:7]=1.[CH3:18][O:19][C:20](=[O:31])[CH2:21][CH2:22][C:23]1[CH:28]=[CH:27][C:26]([OH:29])=[CH:25][C:24]=1[CH3:30].C(=O)([O-])[O-].[Cs+].[Cs+].